Dataset: Forward reaction prediction with 1.9M reactions from USPTO patents (1976-2016). Task: Predict the product of the given reaction. (1) Given the reactants C(O[C:6]([N:8]1[CH2:12][C:11](=[N:13][O:14][CH2:15][CH3:16])[CH2:10][C@H:9]1[C:17]([OH:19])=O)=[O:7])(C)(C)C.[O:20]([CH2:27]C(Cl)=O)[C:21]1[CH:26]=[CH:25][CH:24]=[CH:23][CH:22]=1.[CH:31]([N:44]1[CH2:49][CH2:48][NH:47][CH2:46][CH2:45]1)([C:38]1[CH:43]=[CH:42][CH:41]=[CH:40][CH:39]=1)[C:32]1[CH:37]=[CH:36][CH:35]=[CH:34][CH:33]=1, predict the reaction product. The product is: [CH2:15]([O:14][N:13]=[C:11]1[CH2:10][C@@H:9]([C:17]([N:47]2[CH2:48][CH2:49][N:44]([CH:31]([C:32]3[CH:37]=[CH:36][CH:35]=[CH:34][CH:33]=3)[C:38]3[CH:43]=[CH:42][CH:41]=[CH:40][CH:39]=3)[CH2:45][CH2:46]2)=[O:19])[N:8]([C:6](=[O:7])[CH2:27][O:20][C:21]2[CH:22]=[CH:23][CH:24]=[CH:25][CH:26]=2)[CH2:12]1)[CH3:16]. (2) Given the reactants C(=O)([O-])[O-].[K+].[K+].[CH:7]1[C:16]2[C:11](=[CH:12][CH:13]=[CH:14][CH:15]=2)[CH:10]=[CH:9][C:8]=1[SH:17].Br[CH2:19][C:20]([O:22][CH3:23])=[O:21].CCCCCC, predict the reaction product. The product is: [CH:7]1[C:16]2[C:11](=[CH:12][CH:13]=[CH:14][CH:15]=2)[CH:10]=[CH:9][C:8]=1[S:17][CH2:19][C:20]([O:22][CH3:23])=[O:21].